This data is from Catalyst prediction with 721,799 reactions and 888 catalyst types from USPTO. The task is: Predict which catalyst facilitates the given reaction. (1) Reactant: [CH3:1][C:2]1[CH:7]=[CH:6][C:5]([C:8]2[CH:13]=[CH:12][CH:11]=[CH:10][C:9]=2[C:14]#[N:15])=[CH:4][CH:3]=1.[Br:16]N1C(=O)CCC1=O.C(OOC(=O)C1C=CC=CC=1)(=O)C1C=CC=CC=1. Product: [Br:16][CH2:1][C:2]1[CH:3]=[CH:4][C:5]([C:8]2[CH:13]=[CH:12][CH:11]=[CH:10][C:9]=2[C:14]#[N:15])=[CH:6][CH:7]=1. The catalyst class is: 53. (2) Reactant: [O:1]=[C:2]1[NH:10][C:5]2=[N:6][CH:7]=[CH:8][CH:9]=[C:4]2[N:3]1[CH:11]1[CH2:16][CH2:15][N:14]([C:17]([O:19][C@H:20]2[C:30]3[C:25](=[N:26][CH:27]=[CH:28][N:29]=3)[C@@H:24]([NH:31]C(OC(C)(C)C)=O)[C@H:23]([C:39]3[CH:44]=[CH:43][CH:42]=[C:41]([F:45])[C:40]=3[F:46])[CH2:22][CH2:21]2)=[O:18])[CH2:13][CH2:12]1.FC(F)(F)C(O)=O.CO. Product: [O:1]=[C:2]1[NH:10][C:5]2=[N:6][CH:7]=[CH:8][CH:9]=[C:4]2[N:3]1[CH:11]1[CH2:12][CH2:13][N:14]([C:17]([O:19][C@H:20]2[C:30]3[C:25](=[N:26][CH:27]=[CH:28][N:29]=3)[C@@H:24]([NH2:31])[C@H:23]([C:39]3[CH:44]=[CH:43][CH:42]=[C:41]([F:45])[C:40]=3[F:46])[CH2:22][CH2:21]2)=[O:18])[CH2:15][CH2:16]1. The catalyst class is: 2. (3) Reactant: [CH2:1]([O:5][C:6]1[N:14]=[C:13]2[C:9]([N:10]=[CH:11][N:12]2[CH2:15][CH2:16][C:17]2[CH:22]=[CH:21][CH:20]=[C:19]([CH2:23]Cl)[CH:18]=2)=[C:8]([NH2:25])[N:7]=1)[CH2:2][CH2:3][CH3:4].[O-][C:27]#[N:28].[Na+].Cl. Product: [CH2:1]([O:5][C:6]1[N:14]=[C:13]2[C:9]([N:10]=[CH:11][N:12]2[CH2:15][CH2:16][C:17]2[CH:22]=[CH:21][CH:20]=[C:19]([CH2:23][C:27]#[N:28])[CH:18]=2)=[C:8]([NH2:25])[N:7]=1)[CH2:2][CH2:3][CH3:4]. The catalyst class is: 3. (4) The catalyst class is: 14. Reactant: C1(S([N:10]2[C:14]3=[N:15][CH:16]=[C:17]([C:19]4[CH:24]=[CH:23][C:22]([N:25]([CH3:27])[CH3:26])=[CH:21][CH:20]=4)[CH:18]=[C:13]3[C:12]([C:28]#[N:29])=[CH:11]2)(=O)=O)C=CC=CC=1.[OH-].[Na+]. Product: [CH3:26][N:25]([CH3:27])[C:22]1[CH:21]=[CH:20][C:19]([C:17]2[CH:18]=[C:13]3[C:12]([C:28]#[N:29])=[CH:11][NH:10][C:14]3=[N:15][CH:16]=2)=[CH:24][CH:23]=1. (5) Reactant: C([N:8]1[CH2:13][CH:12]=[C:11]([C:14]2[C:15](=[O:24])[NH:16][C:17]3[C:22]([CH:23]=2)=[CH:21][CH:20]=[CH:19][CH:18]=3)[CH2:10][CH2:9]1)C1C=CC=CC=1. Product: [NH:8]1[CH2:9][CH2:10][CH:11]([C:14]2[C:15](=[O:24])[NH:16][C:17]3[C:22]([CH:23]=2)=[CH:21][CH:20]=[CH:19][CH:18]=3)[CH2:12][CH2:13]1. The catalyst class is: 19. (6) Reactant: FC(F)(F)C(O)=O.[F:8][C:9]1[C:14]([F:15])=[CH:13][CH:12]=[CH:11][C:10]=1[C@H:16]1[CH2:22][N:21]2[C:23]([CH2:26][C:27]([F:30])([F:29])[F:28])=[CH:24][N:25]=[C:20]2[C@H:19]([NH:31]C(=O)OC(C)(C)C)[CH2:18][CH2:17]1.C(=O)(O)[O-].[Na+]. Product: [F:8][C:9]1[C:14]([F:15])=[CH:13][CH:12]=[CH:11][C:10]=1[C@H:16]1[CH2:22][N:21]2[C:23]([CH2:26][C:27]([F:30])([F:28])[F:29])=[CH:24][N:25]=[C:20]2[C@H:19]([NH2:31])[CH2:18][CH2:17]1. The catalyst class is: 4. (7) Reactant: C([O:3][C:4]([C:6]1([C:9]2[CH:14]=[CH:13][C:12]([C:15]3[CH:20]=[CH:19][C:18]([C:21]4[S:22][C:23]([Cl:38])=[CH:24][C:25]=4[NH:26][C:27]([O:29][C@@H:30]([C:32]4[CH:37]=[CH:36][CH:35]=[CH:34][CH:33]=4)[CH3:31])=[O:28])=[CH:17][C:16]=3[NH:39][C:40]([O:42][C:43]([CH3:46])([CH3:45])[CH3:44])=[O:41])=[CH:11][CH:10]=2)[CH2:8][CH2:7]1)=[O:5])C.[OH-].[Na+].Cl. Product: [C:43]([O:42][C:40]([NH:39][C:16]1[CH:17]=[C:18]([C:21]2[S:22][C:23]([Cl:38])=[CH:24][C:25]=2[NH:26][C:27]([O:29][C@@H:30]([C:32]2[CH:37]=[CH:36][CH:35]=[CH:34][CH:33]=2)[CH3:31])=[O:28])[CH:19]=[CH:20][C:15]=1[C:12]1[CH:11]=[CH:10][C:9]([C:6]2([C:4]([OH:5])=[O:3])[CH2:8][CH2:7]2)=[CH:14][CH:13]=1)=[O:41])([CH3:44])([CH3:45])[CH3:46]. The catalyst class is: 32.